This data is from Catalyst prediction with 721,799 reactions and 888 catalyst types from USPTO. The task is: Predict which catalyst facilitates the given reaction. (1) Reactant: COC1N=CC2N(C3SC(C(OC)=O)=C(OCC4C=CC=CC=4C(F)(F)F)C=3)C=NC=2C=1.[CH3:33][O:34][C:35]1[N:40]=[CH:39][C:38]2[N:41]=[CH:42][N:43]([C:44]3[S:48][C:47]([C:49]([O:51]C)=[O:50])=[C:46]([O:53][CH2:54][C:55]4[CH:60]=[CH:59][CH:58]=[CH:57][C:56]=4[C:61]([F:64])([F:63])[F:62])[CH:45]=3)[C:37]=2[CH:36]=1.[Li+].[OH-].[OH-].[Na+]. Product: [CH3:33][O:34][C:35]1[N:40]=[CH:39][C:38]2[N:41]=[CH:42][N:43]([C:44]3[S:48][C:47]([C:49]([OH:51])=[O:50])=[C:46]([O:53][CH2:54][C:55]4[CH:60]=[CH:59][CH:58]=[CH:57][C:56]=4[C:61]([F:64])([F:62])[F:63])[CH:45]=3)[C:37]=2[CH:36]=1. The catalyst class is: 305. (2) Reactant: [CH2:1]([O:8][C@H:9]1[C@H:14]([O:15][CH2:16][C:17]2[CH:22]=[CH:21][CH:20]=[CH:19][CH:18]=2)[C@@H:13]([CH2:23][O:24][CH2:25][C:26]2[CH:31]=[CH:30][CH:29]=[CH:28][CH:27]=2)[O:12][C@H:11]([CH2:32][P:33](=[O:40])([O:37][CH2:38][CH3:39])[O:34][CH2:35][CH3:36])[C@@H:10]1[O:41][Si](C(C)(C)C)(C)C)[C:2]1[CH:7]=[CH:6][CH:5]=[CH:4][CH:3]=1.FC(F)(F)C(O)=O.O. Product: [CH2:1]([O:8][C@H:9]1[C@H:14]([O:15][CH2:16][C:17]2[CH:22]=[CH:21][CH:20]=[CH:19][CH:18]=2)[C@@H:13]([CH2:23][O:24][CH2:25][C:26]2[CH:27]=[CH:28][CH:29]=[CH:30][CH:31]=2)[O:12][C@H:11]([CH2:32][P:33](=[O:40])([O:37][CH2:38][CH3:39])[O:34][CH2:35][CH3:36])[C@@H:10]1[OH:41])[C:2]1[CH:3]=[CH:4][CH:5]=[CH:6][CH:7]=1. The catalyst class is: 2. (3) Reactant: [CH3:1][S-:2].[Na+].CS(O[CH2:9][C:10]1[CH:15]=[C:14]([C:16]([CH3:19])([CH3:18])[CH3:17])[CH:13]=[C:12]([N+:20]([O-:22])=[O:21])[C:11]=1[O:23][CH3:24])(=O)=O. Product: [C:16]([C:14]1[CH:13]=[C:12]([N+:20]([O-:22])=[O:21])[C:11]([O:23][CH3:24])=[C:10]([CH2:9][S:2][CH3:1])[CH:15]=1)([CH3:17])([CH3:18])[CH3:19]. The catalyst class is: 12. (4) Reactant: [NH2:1][C:2]1[C:3]([F:22])=[CH:4][C:5]([F:21])=[C:6]([C:8]2[C:9]([CH3:20])=[N:10][C:11]3[C:16]([CH:17]=2)=[CH:15][N:14]=[C:13]([NH:18][CH3:19])[CH:12]=3)[CH:7]=1.Cl[C:24]([O:26][C:27]([CH3:29])=[CH2:28])=[O:25]. Product: [F:22][C:3]1[CH:4]=[C:5]([F:21])[C:6]([C:8]2[C:9]([CH3:20])=[N:10][C:11]3[C:16]([CH:17]=2)=[CH:15][N:14]=[C:13]([NH:18][CH3:19])[CH:12]=3)=[CH:7][C:2]=1[NH:1][C:24](=[O:25])[O:26][C:27]([CH3:29])=[CH2:28]. The catalyst class is: 17. (5) The catalyst class is: 11. Product: [C:1]([O:4][CH:5]([CH3:9])[C:6](=[O:7])[C:11]1[CH2:12][CH2:13][CH2:14][C:10]=1[N:15]1[CH2:19][CH2:18][CH2:17][CH2:16]1)(=[O:3])[CH3:2]. Reactant: [C:1]([O:4][CH:5]([CH3:9])[C:6](Cl)=[O:7])(=[O:3])[CH3:2].[C:10]1([N:15]2[CH2:19][CH2:18][CH2:17][CH2:16]2)[CH2:14][CH2:13][CH2:12][CH:11]=1.C(N(CC)CC)C. (6) Reactant: C([O:8][C@H:9]1[C@H:14]([O:15]CC2C=CC=CC=2)[C@@H:13]([O:23]CC2C=CC=CC=2)[C@@:12]([C:33]2[CH:38]=[CH:37][C:36]([CH3:39])=[C:35]([CH2:40][C:41]3[S:42][C:43]([C:46]4[CH:51]=[CH:50][C:49]([F:52])=[CH:48][CH:47]=4)=[CH:44][CH:45]=3)[CH:34]=2)([O:31]C)[O:11][C:10]1([CH2:55]O)[CH2:53][OH:54])C1C=CC=CC=1. Product: [F:52][C:49]1[CH:48]=[CH:47][C:46]([C:43]2[S:42][C:41]([CH2:40][C:35]3[CH:34]=[C:33]([C@@:12]45[O:11][C@@:10]([CH2:53][OH:54])([CH2:55][O:31]4)[C@@H:9]([OH:8])[C@H:14]([OH:15])[C@H:13]5[OH:23])[CH:38]=[CH:37][C:36]=3[CH3:39])=[CH:45][CH:44]=2)=[CH:51][CH:50]=1. The catalyst class is: 381. (7) Reactant: [NH2:1][C:2]1[S:3][C:4]2[C:9]([N:10]=1)=[CH:8][CH:7]=[C:6]([O:11][C:12]1[CH:13]=[CH:14][C:15]([Cl:25])=[C:16]([NH:18][C:19](=[O:24])[C:20]([F:23])([F:22])[F:21])[CH:17]=1)[N:5]=2.[CH:26]1([C:29](Cl)=[O:30])[CH2:28][CH2:27]1.C(=O)([O-])O.[Na+]. Product: [Cl:25][C:15]1[CH:14]=[CH:13][C:12]([O:11][C:6]2[N:5]=[C:4]3[S:3][C:2]([NH:1][C:29]([CH:26]4[CH2:28][CH2:27]4)=[O:30])=[N:10][C:9]3=[CH:8][CH:7]=2)=[CH:17][C:16]=1[NH:18][C:19](=[O:24])[C:20]([F:22])([F:21])[F:23]. The catalyst class is: 300. (8) Reactant: [Cl:1][C:2]1[CH:10]=[C:9]2[C:5]([C:6]([CH:11]=[O:12])=[CH:7][NH:8]2)=[CH:4][CH:3]=1.[H-].[Na+].[CH3:15][O:16][C:17]1[CH:22]=[CH:21][C:20]([S:23](Cl)(=[O:25])=[O:24])=[CH:19][C:18]=1[CH:27]1[CH2:32][CH2:31][N:30]([C:33](=[O:38])[C:34]([Cl:37])([Cl:36])[Cl:35])[CH2:29][CH2:28]1. Product: [Cl:1][C:2]1[CH:10]=[C:9]2[C:5]([C:6]([CH:11]=[O:12])=[CH:7][N:8]2[S:23]([C:20]2[CH:21]=[CH:22][C:17]([O:16][CH3:15])=[C:18]([CH:27]3[CH2:28][CH2:29][N:30]([C:33](=[O:38])[C:34]([Cl:37])([Cl:35])[Cl:36])[CH2:31][CH2:32]3)[CH:19]=2)(=[O:25])=[O:24])=[CH:4][CH:3]=1. The catalyst class is: 1. (9) Product: [CH3:6][O:7][C:8](=[O:52])[NH:9][CH:10]([C:14]([N:16]1[CH2:20][CH2:19][CH2:18][CH:17]1[C:21]1[NH:22][C:23]([C:26]2[CH:35]=[CH:34][C:33]3[C:28](=[CH:29][CH:30]=[C:31]([C:36]4[CH:41]=[CH:40][C:39]([C:42]5[NH:43][C:44]([CH:47]6[CH2:51][CH2:50][CH2:49][N:48]6[C:59](=[O:60])[CH:58]([NH:57][C:55]([O:54][CH3:53])=[O:56])[C:62]6[CH:67]=[CH:66][CH:65]=[CH:64][C:63]=6[O:68][CH3:69])=[N:45][CH:46]=5)=[CH:38][CH:37]=4)[CH:32]=3)[CH:27]=2)=[CH:24][N:25]=1)=[O:15])[CH:11]([CH3:13])[CH3:12]. The catalyst class is: 2. Reactant: COC(=O)N.[CH3:6][O:7][C:8](=[O:52])[NH:9][CH:10]([C:14]([N:16]1[CH2:20][CH2:19][CH2:18][CH:17]1[C:21]1[NH:22][C:23]([C:26]2[CH:35]=[CH:34][C:33]3[C:28](=[CH:29][CH:30]=[C:31]([C:36]4[CH:41]=[CH:40][C:39]([C:42]5[NH:43][C:44]([CH:47]6[CH2:51][CH2:50][CH2:49][NH:48]6)=[N:45][CH:46]=5)=[CH:38][CH:37]=4)[CH:32]=3)[CH:27]=2)=[CH:24][N:25]=1)=[O:15])[CH:11]([CH3:13])[CH3:12].[CH3:53][O:54][C:55]([NH:57][C@@H:58]([C:62]1[CH:67]=[CH:66][CH:65]=[CH:64][C:63]=1[O:68][CH3:69])[C:59](O)=[O:60])=[O:56].[O-]P([O-])([O-])=O.[K+].[K+].[K+].CCOC(C(C#N)=NOC(N1CCOCC1)=[N+](C)C)=O.F[P-](F)(F)(F)(F)F.